From a dataset of Full USPTO retrosynthesis dataset with 1.9M reactions from patents (1976-2016). Predict the reactants needed to synthesize the given product. (1) Given the product [CH3:12][O:10][C:9](=[O:11])[CH2:8][C:5]1[CH:4]=[CH:3][C:2]([Br:1])=[CH:7][CH:6]=1, predict the reactants needed to synthesize it. The reactants are: [Br:1][C:2]1[CH:7]=[CH:6][C:5]([CH2:8][C:9]([OH:11])=[O:10])=[CH:4][CH:3]=1.[C:12]([O-])([O-])=O.[K+].[K+].CI. (2) Given the product [NH2:23][C:22]1[C:18]([C:19]([NH2:21])=[O:20])=[CH:17][C:10]2[C:11]3[C:16](=[CH:15][CH:14]=[CH:13][CH:12]=3)[N:8]([CH2:1][C:2]3[CH:7]=[CH:6][CH:5]=[CH:4][CH:3]=3)[C:9]=2[N:27]=1, predict the reactants needed to synthesize it. The reactants are: [CH2:1]([N:8]1[C:16]2[C:11](=[CH:12][CH:13]=[CH:14][CH:15]=2)[C:10](/[CH:17]=[C:18](\[C:22]#[N:23])/[C:19]([NH2:21])=[O:20])=[C:9]1OCC)[C:2]1[CH:7]=[CH:6][CH:5]=[CH:4][CH:3]=1.[NH4+:27].[OH-]. (3) Given the product [CH2:13]([O:12][C:10]([NH:9][C:3]([CH3:8])([CH2:2][NH:1][S:28]([C:22]1[CH:23]=[CH:24][C:25]([Cl:27])=[CH:26][C:21]=1[Cl:20])(=[O:30])=[O:29])[C:4]([O:6][CH3:7])=[O:5])=[O:11])[C:14]1[CH:15]=[CH:16][CH:17]=[CH:18][CH:19]=1, predict the reactants needed to synthesize it. The reactants are: [NH2:1][CH2:2][C:3]([NH:9][C:10]([O:12][CH2:13][C:14]1[CH:19]=[CH:18][CH:17]=[CH:16][CH:15]=1)=[O:11])([CH3:8])[C:4]([O:6][CH3:7])=[O:5].[Cl:20][C:21]1[CH:26]=[C:25]([Cl:27])[CH:24]=[CH:23][C:22]=1[S:28](Cl)(=[O:30])=[O:29].CCN(C(C)C)C(C)C. (4) Given the product [NH2:22][C:6]1[CH:5]=[CH:4][C:3]([N:2]([CH3:1])[C:25]([NH:27][CH:28]([CH3:29])[CH3:30])=[O:26])=[CH:8][C:7]=1[NH:9][C:10](=[O:21])[CH2:11][C:12]1[CH:13]=[CH:14][C:15]([O:18][CH2:19][CH3:20])=[CH:16][CH:17]=1, predict the reactants needed to synthesize it. The reactants are: [CH3:1][N:2]([C:25]([NH:27][CH:28]([CH3:30])[CH3:29])=[O:26])[C:3]1[CH:4]=[CH:5][C:6]([N+:22]([O-])=O)=[C:7]([NH:9][C:10](=[O:21])[CH2:11][C:12]2[CH:17]=[CH:16][C:15]([O:18][CH2:19][CH3:20])=[CH:14][CH:13]=2)[CH:8]=1. (5) Given the product [Cl:26][C:27]1[CH:32]=[CH:31][C:30]([O:25][CH:22]2[CH2:23][CH2:24][C:19]3([O:18][CH2:17][CH2:16][O:15]3)[CH2:20][CH2:21]2)=[CH:29][CH:28]=1, predict the reactants needed to synthesize it. The reactants are: CC(OC(/N=N/C(OC(C)C)=O)=O)C.[O:15]1[C:19]2([CH2:24][CH2:23][CH:22]([OH:25])[CH2:21][CH2:20]2)[O:18][CH2:17][CH2:16]1.[Cl:26][C:27]1[CH:32]=[CH:31][C:30](O)=[CH:29][CH:28]=1.C1(P(C2C=CC=CC=2)C2C=CC=CC=2)C=CC=CC=1. (6) Given the product [CH:27]([NH:30][CH2:2][C:3]([NH:5][C:6]1[CH:19]=[CH:18][C:17]2[C:16](=[O:20])[C:15]3[C:10](=[CH:11][C:12]([NH:21][C:22](=[O:25])[CH2:23][NH:31][CH:36]([CH3:35])[CH3:37])=[CH:13][CH:14]=3)[C:9](=[O:26])[C:8]=2[CH:7]=1)=[O:4])([CH3:29])[CH3:28], predict the reactants needed to synthesize it. The reactants are: Cl[CH2:2][C:3]([NH:5][C:6]1[CH:19]=[CH:18][C:17]2[C:16](=[O:20])[C:15]3[C:10](=[CH:11][C:12]([NH:21][C:22](=[O:25])[CH2:23]Cl)=[CH:13][CH:14]=3)[C:9](=[O:26])[C:8]=2[CH:7]=1)=[O:4].[CH:27]([NH2:30])([CH3:29])[CH3:28].[N:31]1[CH:36]=[CH:35]C=CC=1.[CH3:37]N(C)C=O. (7) Given the product [C:15]([C:16]1[CH:17]=[C:18]([NH2:19])[N:10]([C:6]2[CH:7]=[CH:8][CH:9]=[C:4]([C:3]([F:12])([F:13])[F:2])[CH:5]=2)[N:11]=1)([CH3:22])([CH3:21])[CH3:14], predict the reactants needed to synthesize it. The reactants are: Cl.[F:2][C:3]([F:13])([F:12])[C:4]1[CH:5]=[C:6]([NH:10][NH2:11])[CH:7]=[CH:8][CH:9]=1.[CH3:14][C:15]([CH3:22])([CH3:21])[C:16](=O)[CH2:17][C:18]#[N:19]. (8) Given the product [NH:31]1[C:39]2[C:34](=[CH:35][CH:36]=[C:37]([NH:40][C:26]([CH2:25][NH:24][C:22](=[O:23])[C:21]3[CH:29]=[CH:30][C:18]([S:15](=[O:17])(=[O:16])[NH:14][C:9]4[CH:10]=[CH:11][CH:12]=[CH:13][C:8]=4[O:1][C:2]4[CH:3]=[CH:4][CH:5]=[CH:6][CH:7]=4)=[CH:19][CH:20]=3)=[O:27])[CH:38]=2)[CH:33]=[CH:32]1, predict the reactants needed to synthesize it. The reactants are: [O:1]([C:8]1[CH:13]=[CH:12][CH:11]=[CH:10][C:9]=1[NH:14][S:15]([C:18]1[CH:30]=[CH:29][C:21]([C:22]([NH:24][CH2:25][C:26](O)=[O:27])=[O:23])=[CH:20][CH:19]=1)(=[O:17])=[O:16])[C:2]1[CH:7]=[CH:6][CH:5]=[CH:4][CH:3]=1.[NH:31]1[C:39]2[C:34](=[CH:35][CH:36]=[C:37]([NH2:40])[CH:38]=2)[CH:33]=[CH:32]1.